From a dataset of Full USPTO retrosynthesis dataset with 1.9M reactions from patents (1976-2016). Predict the reactants needed to synthesize the given product. (1) Given the product [CH:1]1([C:4]2[N:9]=[C:8]([OH:10])[C:7]([N+:12]([O-:14])=[O:13])=[C:6]([OH:11])[CH:5]=2)[CH2:3][CH2:2]1, predict the reactants needed to synthesize it. The reactants are: [CH:1]1([C:4]2[N:9]=[C:8]([OH:10])[CH:7]=[C:6]([OH:11])[CH:5]=2)[CH2:3][CH2:2]1.[N+:12]([O-])([OH:14])=[O:13]. (2) Given the product [C:20]([C:5]1[C:6]([S:8][CH2:9][C:10]2[CH:15]=[CH:14][N:13]=[C:12]([C:16]([NH:18][CH3:19])=[O:17])[CH:11]=2)=[N:7][C:2]([N:31]([CH2:32][CH2:33][OH:34])[CH3:30])=[C:3]([C:28]#[N:29])[C:4]=1[C:22]1[CH:27]=[CH:26][CH:25]=[CH:24][CH:23]=1)#[N:21], predict the reactants needed to synthesize it. The reactants are: Cl[C:2]1[N:7]=[C:6]([S:8][CH2:9][C:10]2[CH:15]=[CH:14][N:13]=[C:12]([C:16]([NH:18][CH3:19])=[O:17])[CH:11]=2)[C:5]([C:20]#[N:21])=[C:4]([C:22]2[CH:27]=[CH:26][CH:25]=[CH:24][CH:23]=2)[C:3]=1[C:28]#[N:29].[CH3:30][NH:31][CH2:32][CH2:33][OH:34].O.O1CCCC1. (3) Given the product [Br:18][C:19]1[CH:24]=[CH:23][C:22]([CH2:25][N:5]([C:1]([CH3:4])([CH3:2])[CH3:3])[S:6]([CH2:9][C:10]2[CH:15]=[CH:14][CH:13]=[CH:12][CH:11]=2)(=[O:8])=[O:7])=[CH:21][CH:20]=1, predict the reactants needed to synthesize it. The reactants are: [C:1]([NH:5][S:6]([CH2:9][C:10]1[CH:15]=[CH:14][CH:13]=[CH:12][CH:11]=1)(=[O:8])=[O:7])([CH3:4])([CH3:3])[CH3:2].[H-].[Na+].[Br:18][C:19]1[CH:24]=[CH:23][C:22]([CH2:25]Br)=[CH:21][CH:20]=1.O. (4) Given the product [F:1][C:2]([F:7])([F:6])[C:3]([OH:5])=[O:4].[Cl:39][C:40]1[CH:41]=[C:42]2[C:46](=[C:47]([CH:49]([O:55][CH2:56][C:57]3([C:70]4[CH:71]=[CH:72][C:73]([F:76])=[CH:74][CH:75]=4)[CH2:58][CH2:59][N:60]([CH3:63])[CH2:61][CH2:62]3)[C:50]([N:52]([CH3:53])[CH3:54])=[O:51])[CH:48]=1)[NH:45][N:44]=[CH:43]2, predict the reactants needed to synthesize it. The reactants are: [F:1][C:2]([F:7])([F:6])[C:3]([OH:5])=[O:4].ClC1C=C2C(=C(C(OCC3(C4C=CC(F)=CC=4)CCN(C)CC3)C(OC)=O)C=1)NN=C2.[Cl:39][C:40]1[CH:41]=[C:42]2[C:46](=[C:47]([CH:49]([O:55][CH2:56][C:57]3([C:70]4[CH:75]=[CH:74][C:73]([F:76])=[CH:72][CH:71]=4)[CH2:62][CH2:61][N:60]([C:63](OC(C)(C)C)=O)[CH2:59][CH2:58]3)[C:50]([N:52]([CH3:54])[CH3:53])=[O:51])[CH:48]=1)[NH:45][N:44]=[CH:43]2. (5) Given the product [Cl:8][C:4]1[CH:5]=[CH:6][CH:7]=[C:2]([Cl:1])[C:3]=1/[N:9]=[C:10]1\[S:11]/[C:12](=[CH:5]\[C:6]2[CH:7]=[CH:2][C:3]3[N:9]=[C:10]([C:17]4[CH:18]=[CH:19][CH:20]=[CH:21][N:16]=4)[NH:14][C:23]=3[CH:22]=2)/[C:13](=[O:15])[NH:14]\1, predict the reactants needed to synthesize it. The reactants are: [Cl:1][C:2]1[CH:7]=[CH:6][CH:5]=[C:4]([Cl:8])[C:3]=1/[N:9]=[C:10]1\[S:11][CH2:12][C:13](=[O:15])[NH:14]\1.[NH:16]1[CH2:21][CH2:20][CH2:19][CH2:18][CH2:17]1.[CH2:22](O)[CH3:23]. (6) Given the product [CH:18]([O:17][CH:11]([CH2:10][C:6]1[CH:7]=[CH:8][CH:9]=[C:4]([CH2:3][CH2:2][O:1][C:28]([NH:27][C:24]2[CH:25]=[CH:26][C:21]([CH3:30])=[CH:22][CH:23]=2)=[O:29])[CH:5]=1)[C:12]([OH:14])=[O:13])([CH3:19])[CH3:20], predict the reactants needed to synthesize it. The reactants are: [OH:1][CH2:2][CH2:3][C:4]1[CH:5]=[C:6]([CH2:10][CH:11]([O:17][CH:18]([CH3:20])[CH3:19])[C:12]([O:14]CC)=[O:13])[CH:7]=[CH:8][CH:9]=1.[C:21]1([CH3:30])[CH:26]=[CH:25][C:24]([N:27]=[C:28]=[O:29])=[CH:23][CH:22]=1. (7) Given the product [NH2:1][C:2]1[C:7]2=[C:8]([C:17]([NH:19][CH2:20][CH2:21][CH2:22][NH2:23])=[O:18])[CH:9]=[C:10]([C:11]3[CH:16]=[CH:15][N:14]=[CH:13][CH:12]=3)[N:6]2[N:5]=[CH:4][N:3]=1, predict the reactants needed to synthesize it. The reactants are: [NH2:1][C:2]1[C:7]2=[C:8]([C:17]([NH:19][CH2:20][CH2:21][CH2:22][NH:23]C(OC(C)(C)C)=O)=[O:18])[CH:9]=[C:10]([C:11]3[CH:16]=[CH:15][N:14]=[CH:13][CH:12]=3)[N:6]2[N:5]=[CH:4][N:3]=1.N1(C(OCC(C)(C)C(N[C@H]2CC[C@H](N)CC2)=O)=O)CCOCC1.